This data is from Full USPTO retrosynthesis dataset with 1.9M reactions from patents (1976-2016). The task is: Predict the reactants needed to synthesize the given product. (1) Given the product [NH:11]1[C:15]2[CH:16]=[CH:17][CH:18]=[CH:19][C:14]=2[N:13]=[C:12]1[C@H:8]([NH:9][C:10]([N:23]1[CH2:27][CH2:26][CH2:25][CH2:24]1)=[O:20])[CH2:7][C:6]1[CH:5]=[CH:4][C:3]([O:2][CH3:1])=[CH:22][CH:21]=1, predict the reactants needed to synthesize it. The reactants are: [CH3:1][O:2][C:3]1[CH:22]=[CH:21][C:6]([CH2:7][C@@H:8]2[C:12]3=[N:13][C:14]4[CH:19]=[CH:18][CH:17]=[CH:16][C:15]=4[N:11]3[C:10](=[O:20])[NH:9]2)=[CH:5][CH:4]=1.[NH:23]1[CH2:27][CH2:26][CH2:25][CH2:24]1.C(O)(C(F)(F)F)=O. (2) The reactants are: [ClH:1].[NH:2]1[CH2:6][CH2:5][C@H:4]([O:7][C:8]2[CH:9]=[N:10][CH:11]=[CH:12][CH:13]=2)[CH2:3]1.C(O)C.CC(O)C. Given the product [ClH:1].[ClH:1].[NH:2]1[CH2:6][CH2:5][C@H:4]([O:7][C:8]2[CH:9]=[N:10][CH:11]=[CH:12][CH:13]=2)[CH2:3]1, predict the reactants needed to synthesize it.